This data is from Full USPTO retrosynthesis dataset with 1.9M reactions from patents (1976-2016). The task is: Predict the reactants needed to synthesize the given product. (1) Given the product [CH2:25]([O:24][P:22]([C:8]#[C:7][C:1]1[CH:6]=[CH:5][CH:4]=[CH:3][CH:2]=1)([O:27][CH2:28][CH3:29])=[O:23])[CH3:26], predict the reactants needed to synthesize it. The reactants are: [C:1]1([C:7]#[CH:8])[CH:6]=[CH:5][CH:4]=[CH:3][CH:2]=1.CN(CCN(C)C)C.[Li]CCCC.[P:22](Cl)([O:27][CH2:28][CH3:29])([O:24][CH2:25][CH3:26])=[O:23]. (2) Given the product [C:8]1([N:7]2[C:1]3[C:2](=[CH:3][CH:4]=[CH:5][CH:6]=3)[C:14](=[O:18])[C:15]2=[O:16])[CH:9]=[CH:10][CH:11]=[CH:12][CH:13]=1, predict the reactants needed to synthesize it. The reactants are: [C:1]1([NH:7][C:8]2[CH:13]=[CH:12][CH:11]=[CH:10][CH:9]=2)[CH:6]=[CH:5][CH:4]=[CH:3][CH:2]=1.[C:14](Cl)(=[O:18])[C:15](Cl)=[O:16]. (3) Given the product [N:1]([CH2:4][CH2:5][O:6][CH2:7][C@H:8]1[O:12][N:11]=[C:10]([C:13]2[C:18]([C:24]3[C:23]([CH:10]4[CH:9]([CH2:54][N:55]5[CH:57]=[CH:4][N:1]=[N:2]5)[O:49][C:48](=[O:51])[NH:11]4)=[CH:22][C:21]([F:20])=[CH:26][CH:25]=3)=[CH:17][CH:16]=[CH:15][N:14]=2)[CH2:9]1)=[N+:2]=[N-:3], predict the reactants needed to synthesize it. The reactants are: [N:1]([CH2:4][CH2:5][O:6][CH2:7][C@H:8]1[O:12][N:11]=[C:10]([C:13]2[CH:18]=[CH:17][C:16](Br)=[CH:15][N:14]=2)[CH2:9]1)=[N+:2]=[N-:3].[F:20][C:21]1[CH:22]=[C:23](N2C[C@H](CN3C=CN=N3)OC2=O)[CH:24]=[CH:25][C:26]=1B1OC(C)(C)C(C)(C)O1.[C:48](=[O:51])([O-])[O-:49].[K+].[K+].[CH3:54][N:55]([CH:57]=O)C. (4) Given the product [NH2:11][C:10]1[CH:9]=[C:8]2[C:4]([CH2:5][NH:6][C:7]2=[O:14])=[CH:3][C:2]=1[CH3:1], predict the reactants needed to synthesize it. The reactants are: [CH3:1][C:2]1[CH:3]=[C:4]2[C:8](=[CH:9][C:10]=1[N+:11]([O-])=O)[C:7](=[O:14])[NH:6][CH2:5]2. (5) Given the product [CH3:1][CH:2]1[CH2:11][C:10]2[C:5](=[CH:6][C:7]([C:12]([F:13])([F:15])[F:14])=[CH:8][CH:9]=2)[C:4](=[O:16])[N:3]1[C:18]1[CH:19]=[N:20][CH:21]=[CH:22][C:23]=1[C:24]([F:27])([F:26])[F:25], predict the reactants needed to synthesize it. The reactants are: [CH3:1][CH:2]1[CH2:11][C:10]2[C:5](=[CH:6][C:7]([C:12]([F:15])([F:14])[F:13])=[CH:8][CH:9]=2)[C:4](=[O:16])[NH:3]1.Br[C:18]1[CH:19]=[N:20][CH:21]=[CH:22][C:23]=1[C:24]([F:27])([F:26])[F:25].P([O-])([O-])([O-])=O.[K+].[K+].[K+]. (6) The reactants are: CO[C:3](=[O:26])[C:4]1[CH:9]=[CH:8][C:7]([O:10][CH2:11][C:12]2[C:13]([C:18]3[CH:23]=[CH:22][C:21]([F:24])=[C:20]([F:25])[CH:19]=3)=[N:14][O:15][C:16]=2[CH3:17])=[N:6][CH:5]=1.[NH2:27][C:28]([CH3:32])([CH3:31])[CH2:29][OH:30]. Given the product [F:25][C:20]1[CH:19]=[C:18]([C:13]2[C:12]([CH2:11][O:10][C:7]3[CH:8]=[CH:9][C:4]([C:3]([NH:27][C:28]([CH3:32])([CH3:31])[CH2:29][OH:30])=[O:26])=[CH:5][N:6]=3)=[C:16]([CH3:17])[O:15][N:14]=2)[CH:23]=[CH:22][C:21]=1[F:24], predict the reactants needed to synthesize it. (7) Given the product [ClH:5].[Cl:5][C:6]1[CH:7]=[C:8]2[C:13](=[CH:14][CH:15]=1)[CH:12]=[C:11]([S:16]([N:19]1[CH2:24][CH2:23][N:22]([CH2:25][C:26]3([NH:38][C:39]([O:41][CH2:42][CH3:43])=[O:40])[CH2:27][CH2:28][N:29]([C:32]4[CH:37]=[CH:36][N:35]=[CH:34][CH:33]=4)[CH2:30][CH2:31]3)[C:21](=[O:44])[CH2:20]1)(=[O:18])=[O:17])[CH:10]=[CH:9]2, predict the reactants needed to synthesize it. The reactants are: C(O)C.Cl.[Cl:5][C:6]1[CH:7]=[C:8]2[C:13](=[CH:14][CH:15]=1)[CH:12]=[C:11]([S:16]([N:19]1[CH2:24][CH2:23][N:22]([CH2:25][C:26]3([NH:38][C:39]([O:41][CH2:42][CH3:43])=[O:40])[CH2:31][CH2:30][N:29]([C:32]4[CH:37]=[CH:36][N:35]=[CH:34][CH:33]=4)[CH2:28][CH2:27]3)[C:21](=[O:44])[CH2:20]1)(=[O:18])=[O:17])[CH:10]=[CH:9]2.CCOCC.